Task: Regression. Given a peptide amino acid sequence and an MHC pseudo amino acid sequence, predict their binding affinity value. This is MHC class I binding data.. Dataset: Peptide-MHC class I binding affinity with 185,985 pairs from IEDB/IMGT (1) The peptide sequence is KFTDGVCLF. The MHC is HLA-A01:01 with pseudo-sequence HLA-A01:01. The binding affinity (normalized) is 0.371. (2) The peptide sequence is QPKKVKRRL. The MHC is HLA-B54:01 with pseudo-sequence HLA-B54:01. The binding affinity (normalized) is 0.0641. (3) The peptide sequence is FHHYNNFYF. The MHC is Mamu-B17 with pseudo-sequence Mamu-B17. The binding affinity (normalized) is 0.623. (4) The peptide sequence is GTYKRVTEK. The MHC is HLA-B39:01 with pseudo-sequence HLA-B39:01. The binding affinity (normalized) is 0.213. (5) The peptide sequence is GEIFGLLGP. The MHC is HLA-B48:01 with pseudo-sequence HLA-B48:01. The binding affinity (normalized) is 0.0847. (6) The peptide sequence is VLPVPGASV. The MHC is HLA-A03:01 with pseudo-sequence HLA-A03:01. The binding affinity (normalized) is 0.